This data is from Forward reaction prediction with 1.9M reactions from USPTO patents (1976-2016). The task is: Predict the product of the given reaction. Given the reactants [NH2:1][CH2:2][CH:3]([OH:5])[CH3:4].[C:6]1([CH3:15])[C:7]([C:12](Cl)=[O:13])=[CH:8][CH:9]=[CH:10][CH:11]=1, predict the reaction product. The product is: [C:6]1([CH3:15])[C:7]([C:12]([NH:1][CH2:2][CH:3]([OH:5])[CH3:4])=[O:13])=[CH:8][CH:9]=[CH:10][CH:11]=1.